From a dataset of Reaction yield outcomes from USPTO patents with 853,638 reactions. Predict the reaction yield, written as a fraction of the theoretical maximum amount of product (1.0 means a 100% yield; for example, 0.34 means a 34% yield). (1) The reactants are [CH:1]1[C:6]([CH:7]=[O:8])=[CH:5][CH:4]=[C:3]([CH:9]=[O:10])[CH:2]=1.[CH2:11]([Mg]Cl)[CH2:12][CH2:13][CH2:14][CH2:15][CH2:16][CH2:17][CH3:18]. The catalyst is O1CCCC1. The product is [OH:8][CH:7]([C:6]1[CH:5]=[CH:4][C:3]([CH:9]=[O:10])=[CH:2][CH:1]=1)[CH2:11][CH2:12][CH2:13][CH2:14][CH2:15][CH2:16][CH2:17][CH3:18]. The yield is 0.0510. (2) The reactants are [Cl:1][C:2]1[C:10]([C:11]2[N:12]=[CH:13][C:14]([NH2:17])=[N:15][CH:16]=2)=[CH:9][C:8]2[CH2:7][CH2:6][O:5][C:4]=2[CH:3]=1.[F:18][C:19]1[CH:27]=[CH:26][CH:25]=[C:24]([F:28])[C:20]=1[C:21](Cl)=[O:22].CCN(C(C)C)C(C)C.C([O-])(O)=O.[Na+].C(Cl)Cl. The catalyst is C(Cl)Cl. The product is [F:18][C:19]1[CH:27]=[CH:26][CH:25]=[C:24]([F:28])[C:20]=1[C:21]([NH:17][C:14]1[CH:13]=[N:12][C:11]([C:10]2[C:2]([Cl:1])=[CH:3][C:4]3[O:5][CH2:6][CH2:7][C:8]=3[CH:9]=2)=[CH:16][N:15]=1)=[O:22]. The yield is 0.349. (3) The reactants are [BH4-].[Na+].[O:3]=[C:4]1[CH2:9][N:8]([C:10]([O:12][C:13]([CH3:16])([CH3:15])[CH3:14])=[O:11])[C@H:7]([C:17]([O:19][CH2:20][CH3:21])=[O:18])[CH2:6][CH2:5]1. The catalyst is CCO. The product is [OH:3][C@@H:4]1[CH2:9][N:8]([C:10]([O:12][C:13]([CH3:14])([CH3:15])[CH3:16])=[O:11])[C@H:7]([C:17]([O:19][CH2:20][CH3:21])=[O:18])[CH2:6][CH2:5]1. The yield is 0.800. (4) The reactants are [I-].[C:9]1([I+][C:9]2[CH:14]=[CH:13][CH:12]=[CH:11][CH:10]=2)[CH:14]=[CH:13][CH:12]=[CH:11][CH:10]=1.[OH:15][C:16]1[CH:17]=[N:18][C:19]([CH3:22])=[CH:20][CH:21]=1.CC(C)([O-])C.[K+].O1CCCC1. The catalyst is O. The product is [CH3:22][C:19]1[CH:20]=[CH:21][C:16]([O:15][C:9]2[CH:10]=[CH:11][CH:12]=[CH:13][CH:14]=2)=[CH:17][N:18]=1. The yield is 0.560. (5) The reactants are [F:1][C:2]1[CH:7]=[CH:6][C:5]([F:8])=[CH:4][C:3]=1[O:9][C:10]1[CH:15]=[CH:14][C:13]([N+:16]([O-])=O)=[CH:12][CH:11]=1.O.NN. The catalyst is CO.[Ni]. The product is [F:1][C:2]1[CH:7]=[CH:6][C:5]([F:8])=[CH:4][C:3]=1[O:9][C:10]1[CH:11]=[CH:12][C:13]([NH2:16])=[CH:14][CH:15]=1. The yield is 0.930.